The task is: Predict which catalyst facilitates the given reaction.. This data is from Catalyst prediction with 721,799 reactions and 888 catalyst types from USPTO. Reactant: C(OC(=O)[NH:7][C@H:8]1[CH2:12][C@@H:11]([N:13]2[CH:21]=[N:20][C:19]3[C:14]2=[N:15][C:16]([C:37](=[O:66])[NH:38][CH2:39][CH2:40][NH:41][C:42]([NH:44][CH:45]2[CH2:50][CH2:49][N:48]([C:51](=[O:65])[NH:52][CH:53]4[CH2:58][CH2:57][N:56]([C:59]5[CH:64]=[CH:63][CH:62]=[CH:61][N:60]=5)[CH2:55][CH2:54]4)[CH2:47][CH2:46]2)=[O:43])=[N:17][C:18]=3[NH:22][CH2:23][CH:24]([C:31]2[CH:36]=[CH:35][CH:34]=[CH:33][CH:32]=2)[C:25]2[CH:30]=[CH:29][CH:28]=[CH:27][CH:26]=2)[C@H:10]([OH:67])[C@@H:9]1[OH:68])(C)(C)C.[ClH:70]. Product: [ClH:70].[ClH:70].[N:56]1([C:59]2[CH:64]=[CH:63][CH:62]=[CH:61][N:60]=2)[CH2:57][CH2:58][CH:53]([NH:52][C:51]([N:48]2[CH2:47][CH2:46][CH:45]([NH:44][C:42](=[O:43])[NH:41][CH2:40][CH2:39][NH:38][C:37]([C:16]3[N:15]=[C:14]4[C:19]([N:20]=[CH:21][N:13]4[C@@H:11]4[CH2:12][C@H:8]([NH2:7])[C@@H:9]([OH:68])[C@H:10]4[OH:67])=[C:18]([NH:22][CH2:23][CH:24]([C:31]4[CH:36]=[CH:35][CH:34]=[CH:33][CH:32]=4)[C:25]4[CH:26]=[CH:27][CH:28]=[CH:29][CH:30]=4)[N:17]=3)=[O:66])[CH2:50][CH2:49]2)=[O:65])[CH2:54][CH2:55]1. The catalyst class is: 71.